From a dataset of Retrosynthesis with 50K atom-mapped reactions and 10 reaction types from USPTO. Predict the reactants needed to synthesize the given product. (1) Given the product CC1(C)OCCn2c1nc(C(=O)NCc1ccc(F)cc1N1C(=O)CC[C@@H]1CO[Si](C)(C)C(C)(C)C)c(OCc1ccccc1)c2=O, predict the reactants needed to synthesize it. The reactants are: CC(C)(C)[Si](C)(C)OC[C@@H]1CCC(=O)N1c1cc(F)ccc1CN.CC1(C)OCCn2c1nc(C(=O)O)c(OCc1ccccc1)c2=O. (2) Given the product COCCCN1C(=O)COc2ccc(COC3CN(C(=O)OC(C)(C)C)CCC3c3ccc(OCCCOc4cc(F)ccc4F)cc3)cc21, predict the reactants needed to synthesize it. The reactants are: CC(C)(C)OC(=O)N1CCC(c2ccc(OCCCOc3cc(F)ccc3F)cc2)C(O)C1.COCCCN1C(=O)COc2ccc(CCl)cc21. (3) The reactants are: C/C(N)=C\c1ccc(-c2ccc(Cl)c(Cl)c2)o1. Given the product CC(N)Cc1ccc(-c2ccc(Cl)c(Cl)c2)o1, predict the reactants needed to synthesize it. (4) Given the product Cn1nnnc1-c1cccc(N)c1, predict the reactants needed to synthesize it. The reactants are: Cn1nnnc1-c1cccc([N+](=O)[O-])c1. (5) Given the product CC(C)(CO)NC(=O)c1nn(-c2cnc(O)cn2)c2c1C[C@H]1C[C@@H]21, predict the reactants needed to synthesize it. The reactants are: CC(C)(N)CO.O=C(O)c1nn(-c2cnc(O)cn2)c2c1C[C@H]1C[C@@H]21. (6) Given the product C=CCCCCCC(C)(C)C(=O)O, predict the reactants needed to synthesize it. The reactants are: C=CCCCCCC(C)(C)C(=O)OCC. (7) Given the product COc1cc2c(Oc3ccc4c(C)ccnc4c3)ncnc2cc1OCC1CCN(C)CC1, predict the reactants needed to synthesize it. The reactants are: COc1cc2c(Cl)ncnc2cc1OCC1CCN(C)CC1.Cc1ccnc2cc(O)ccc12. (8) Given the product COc1ccc2[nH]c3c(c2c1)CCN(Cc1ccc(Cl)c(Oc2cc(Cl)cc(C#N)c2)c1F)C3=O, predict the reactants needed to synthesize it. The reactants are: COc1ccc2c(c1)c1c(n2C(=O)OC(C)(C)C)C(=O)N(Cc2ccc(Cl)c(Oc3cc(Cl)cc(C#N)c3)c2F)CC1.